From a dataset of Full USPTO retrosynthesis dataset with 1.9M reactions from patents (1976-2016). Predict the reactants needed to synthesize the given product. The reactants are: [Cl:1][C:2]1[N:11]=[C:10](Cl)[C:9]2[C:4](=[CH:5][CH:6]=[C:7]([O:13][CH3:14])[CH:8]=2)[N:3]=1.[CH3:15][O-:16].[Na+].O. Given the product [Cl:1][C:2]1[N:11]=[C:10]([O:16][CH3:15])[C:9]2[C:4](=[CH:5][CH:6]=[C:7]([O:13][CH3:14])[CH:8]=2)[N:3]=1, predict the reactants needed to synthesize it.